This data is from Catalyst prediction with 721,799 reactions and 888 catalyst types from USPTO. The task is: Predict which catalyst facilitates the given reaction. (1) Reactant: [CH2:1]([O:3][C:4]([CH3:9])([CH3:8])[C:5](O)=[O:6])[CH3:2].C(Cl)CCl.C1C=CC2N(O)N=[N:20]C=2C=1.[NH4+].[OH-]. Product: [CH2:1]([O:3][C:4]([CH3:9])([CH3:8])[C:5]([NH2:20])=[O:6])[CH3:2]. The catalyst class is: 23. (2) Reactant: [NH2:1][C:2]1[CH:10]=[C:9]([F:11])[CH:8]=[CH:7][C:3]=1[C:4](O)=[O:5].C1COCC1.B.C1COCC1. Product: [NH2:1][C:2]1[CH:10]=[C:9]([F:11])[CH:8]=[CH:7][C:3]=1[CH2:4][OH:5]. The catalyst class is: 8. (3) Reactant: Br[C:2]1[CH:7]=[CH:6][C:5]([C:8]2[N:12]([CH2:13][C@@H:14]3[CH2:18][CH2:17][N:16]([C:19]([CH:21]4[CH2:23][CH2:22]4)=[O:20])[CH2:15]3)[C:11]3[CH:24]=[CH:25][CH:26]=[C:27]([C:28]#[N:29])[C:10]=3[N:9]=2)=[CH:4][CH:3]=1.[NH:30]1[C:38]2[C:33](=[CH:34][CH:35]=[C:36](B(O)O)[CH:37]=2)[CH:32]=[CH:31]1.C(=O)([O-])[O-].[K+].[K+]. Product: [CH:21]1([C:19]([N:16]2[CH2:17][CH2:18][C@@H:14]([CH2:13][N:12]3[C:11]4[CH:24]=[CH:25][CH:26]=[C:27]([C:28]#[N:29])[C:10]=4[N:9]=[C:8]3[C:5]3[CH:6]=[CH:7][C:2]([C:36]4[CH:37]=[C:38]5[C:33]([CH:32]=[CH:31][NH:30]5)=[CH:34][CH:35]=4)=[CH:3][CH:4]=3)[CH2:15]2)=[O:20])[CH2:23][CH2:22]1. The catalyst class is: 70.